This data is from Forward reaction prediction with 1.9M reactions from USPTO patents (1976-2016). The task is: Predict the product of the given reaction. Given the reactants [CH2:1]([O:3][C:4]1[CH:5]=[C:6]([CH:18]=[CH:19][C:20]=1[O:21][CH2:22][C:23]1[CH:24]=[N:25][C:26]([O:29][CH3:30])=[CH:27][CH:28]=1)[CH2:7][N:8]1[C:12]2=[N:13][CH:14]=[C:15](I)[CH:16]=[C:11]2[N:10]=[CH:9]1)[CH3:2].[CH3:31][N:32]1[CH2:37][CH2:36][NH:35][CH2:34][CH2:33]1.N1CCC[C@H]1C(O)=O.C(=O)([O-])[O-].[K+].[K+].N#N, predict the reaction product. The product is: [CH2:1]([O:3][C:4]1[CH:5]=[C:6]([CH:18]=[CH:19][C:20]=1[O:21][CH2:22][C:23]1[CH:24]=[N:25][C:26]([O:29][CH3:30])=[CH:27][CH:28]=1)[CH2:7][N:8]1[C:12]2=[N:13][CH:14]=[C:15]([N:35]3[CH2:36][CH2:37][N:32]([CH3:31])[CH2:33][CH2:34]3)[CH:16]=[C:11]2[N:10]=[CH:9]1)[CH3:2].